This data is from Catalyst prediction with 721,799 reactions and 888 catalyst types from USPTO. The task is: Predict which catalyst facilitates the given reaction. (1) Reactant: [NH2:1][C:2]1[CH:7]=[CH:6][C:5]([CH2:8][C:9]([O:11]CC)=[O:10])=[C:4]([F:14])[C:3]=1[F:15].C(N(CC)CC)C.[CH3:23][C:24]1[CH:29]=[CH:28][CH:27]=[CH:26][C:25]=1[N:30]=[C:31]=[O:32]. Product: [CH3:23][C:24]1[CH:29]=[CH:28][CH:27]=[CH:26][C:25]=1[NH:30][C:31](=[O:32])[NH:1][C:2]1[CH:7]=[CH:6][C:5]([CH2:8][C:9]([OH:11])=[O:10])=[C:4]([F:14])[C:3]=1[F:15]. The catalyst class is: 3. (2) Reactant: [C:1]1([PH:7][C:8]2[CH:13]=[CH:12][CH:11]=[CH:10][CH:9]=2)[CH:6]=[CH:5][CH:4]=[CH:3][CH:2]=1.C([Li])CCC.Cl.Cl[CH2:21][N:22]1[CH:26]=[CH:25][CH:24]=[N:23]1. Product: [C:8]1([P:7]([CH2:21][N:22]2[CH:26]=[CH:25][CH:24]=[N:23]2)[C:1]2[CH:2]=[CH:3][CH:4]=[CH:5][CH:6]=2)[CH:9]=[CH:10][CH:11]=[CH:12][CH:13]=1. The catalyst class is: 7. (3) Reactant: Br[CH2:2][C:3]1[CH:12]=[CH:11][C:6]([C:7]([O:9][CH3:10])=[O:8])=[CH:5][CH:4]=1.[C:13]([O:17][C:18](=[O:21])[NH:19][NH2:20])([CH3:16])([CH3:15])[CH3:14].C(N(CC)CC)C.O. Product: [C:13]([O:17][C:18]([NH:19][NH:20][CH2:2][C:3]1[CH:12]=[CH:11][C:6]([C:7]([O:9][CH3:10])=[O:8])=[CH:5][CH:4]=1)=[O:21])([CH3:16])([CH3:15])[CH3:14]. The catalyst class is: 3. (4) Reactant: C(O[C:4](=[O:21])[C:5](=[N:11][NH:12][C:13](=[O:20])[CH2:14][C:15]([O:17][CH2:18][CH3:19])=[O:16])[C:6]1[S:7][CH:8]=[CH:9][CH:10]=1)C.CC([O-])=O.[Na+]. Product: [CH2:18]([O:17][C:15]([C:14]1[C:13](=[O:20])[NH:12][N:11]=[C:5]([C:6]2[S:7][CH:8]=[CH:9][CH:10]=2)[C:4]=1[OH:21])=[O:16])[CH3:19]. The catalyst class is: 3. (5) Reactant: C(OC(C1C=C(C2C=CC(C[S:19][CH2:20][CH2:21][OH:22])=CC=2)C=CC=1)=O)C.[CH2:23]([O:25][C:26]([C:28]1[C:29]([C:34]2[CH:39]=[CH:38][CH:37]=[CH:36][C:35]=2[CH2:40]Br)=[CH:30][CH:31]=[CH:32][CH:33]=1)=[O:27])[CH3:24].SCCO.C(=O)([O-])[O-].[K+].[K+]. Product: [CH2:23]([O:25][C:26]([C:28]1[C:29]([C:34]2[CH:39]=[CH:38][CH:37]=[CH:36][C:35]=2[CH2:40][S:19][CH2:20][CH2:21][OH:22])=[CH:30][CH:31]=[CH:32][CH:33]=1)=[O:27])[CH3:24]. The catalyst class is: 3. (6) Reactant: [F:1][C:2]1[C:3]([C:9]([F:12])([F:11])[F:10])=[C:4](Br)[CH:5]=[CH:6][CH:7]=1.[Li].B(OC)(OC)[O:15]C.[OH-].[Na+].OO. Product: [F:1][C:2]1[C:3]([C:9]([F:12])([F:11])[F:10])=[C:4]([OH:15])[CH:5]=[CH:6][CH:7]=1. The catalyst class is: 305. (7) Reactant: [CH3:1][C:2]([C:6]1[CH:11]=[CH:10][C:9]([N+:12]([O-])=O)=[CH:8][N:7]=1)([CH3:5])[C:3]#[N:4]. Product: [NH2:12][C:9]1[CH:10]=[CH:11][C:6]([C:2]([CH3:5])([CH3:1])[C:3]#[N:4])=[N:7][CH:8]=1. The catalyst class is: 181. (8) Reactant: [Cl-].[CH3:2][O:3][CH3:4].C1(P(C2C=CC=CC=2)C2C=CC=CC=2)C=CC=CC=1.[Li+].C[Si]([N-][Si](C)(C)C)(C)C.[CH:34]1([C:38]2[O:42][C:41]([NH:43][C:44]3[CH:45]=[CH:46][C:47]([C:50]4[CH:55]=[CH:54][C:53]([C:56]56[CH2:63][CH2:62][C:59]([CH:64]=O)([CH2:60][CH2:61]5)[CH2:58][O:57]6)=[CH:52][CH:51]=4)=[N:48][CH:49]=3)=[N:40][N:39]=2)[CH2:37][CH2:36][CH2:35]1. Product: [CH:34]1([C:38]2[O:42][C:41]([NH:43][C:44]3[CH:49]=[N:48][C:47]([C:50]4[CH:55]=[CH:54][C:53]([C:56]56[CH2:63][CH2:62][C:59]([CH:64]=[CH:2][O:3][CH3:4])([CH2:60][CH2:61]5)[CH2:58][O:57]6)=[CH:52][CH:51]=4)=[CH:46][CH:45]=3)=[N:40][N:39]=2)[CH2:35][CH2:36][CH2:37]1. The catalyst class is: 7. (9) Reactant: [OH:1][C:2]1[CH:3]=[CH:4][C:5]([I:8])=[N:6][CH:7]=1.[CH:9]([Si:12](Cl)([CH:16]([CH3:18])[CH3:17])[CH:13]([CH3:15])[CH3:14])([CH3:11])[CH3:10].N1C=CN=C1. Product: [I:8][C:5]1[CH:4]=[CH:3][C:2]([O:1][Si:12]([CH:16]([CH3:18])[CH3:17])([CH:13]([CH3:15])[CH3:14])[CH:9]([CH3:11])[CH3:10])=[CH:7][N:6]=1. The catalyst class is: 10.